Dataset: Forward reaction prediction with 1.9M reactions from USPTO patents (1976-2016). Task: Predict the product of the given reaction. (1) Given the reactants [F:1][C:2]1[CH:7]=[C:6]([F:8])[CH:5]=[CH:4][C:3]=1[N:9]([CH3:28])[C:10]([C:12]1[S:24][C:23]2[C:22]3[CH:21]=[C:20]([C:25](O)=[O:26])[CH:19]=[CH:18][C:17]=3[O:16][CH2:15][C:14]=2[CH:13]=1)=[O:11].[Cl-].[NH4+:30], predict the reaction product. The product is: [F:1][C:2]1[CH:7]=[C:6]([F:8])[CH:5]=[CH:4][C:3]=1[N:9]([CH3:28])[C:10]([C:12]1[S:24][C:23]2[C:22]3[CH:21]=[C:20]([C:25]([NH2:30])=[O:26])[CH:19]=[CH:18][C:17]=3[O:16][CH2:15][C:14]=2[CH:13]=1)=[O:11]. (2) Given the reactants [F:1][C:2]([F:17])([F:16])[C:3]1[CH:4]=[C:5]([C@H:13]([OH:15])[CH3:14])[CH:6]=[C:7]([C:9]([F:12])([F:11])[F:10])[CH:8]=1.[CH3:18][S:19](Cl)(=[O:21])=[O:20].C(N(CC)CC)C.Cl, predict the reaction product. The product is: [F:1][C:2]([F:16])([F:17])[C:3]1[CH:4]=[C:5]([C@H:13]([O:15][S:19]([CH3:18])(=[O:21])=[O:20])[CH3:14])[CH:6]=[C:7]([C:9]([F:10])([F:11])[F:12])[CH:8]=1. (3) The product is: [ClH:43].[ClH:45].[ClH:43].[Cl:43][C:37]1[CH:36]=[C:35]([C:10]2[CH:11]=[C:12]3[C:7](=[CH:8][CH:9]=2)[N:6]=[CH:5][C:4]([C:1](=[O:3])[CH3:2])=[C:13]3[NH:14][C:15]2[CH:20]=[N:19][C:18]([N:21]3[CH2:25][CH2:24][CH:23]([NH:26][CH3:27])[CH2:22]3)=[CH:17][CH:16]=2)[CH:40]=[C:39]([F:41])[C:38]=1[OH:42]. Given the reactants [C:1]([C:4]1[CH:5]=[N:6][C:7]2[C:12]([C:13]=1[NH:14][C:15]1[CH:16]=[CH:17][C:18]([N:21]3[CH2:25][CH2:24][CH:23]([N:26](C)[C:27](=O)OC(C)(C)C)[CH2:22]3)=[N:19][CH:20]=1)=[CH:11][C:10]([C:35]1[CH:40]=[C:39]([F:41])[C:38]([OH:42])=[C:37]([Cl:43])[CH:36]=1)=[CH:9][CH:8]=2)(=[O:3])[CH3:2].O.[ClH:45], predict the reaction product. (4) Given the reactants [F:1][C:2]1[CH:10]=[CH:9][C:8]([CH:11]=[CH2:12])=[C:7]2[C:3]=1[C:4]([C:13]([O:15][CH3:16])=[O:14])=[CH:5][NH:6]2, predict the reaction product. The product is: [CH2:11]([C:8]1[CH:9]=[CH:10][C:2]([F:1])=[C:3]2[C:7]=1[NH:6][CH:5]=[C:4]2[C:13]([O:15][CH3:16])=[O:14])[CH3:12].